This data is from Catalyst prediction with 721,799 reactions and 888 catalyst types from USPTO. The task is: Predict which catalyst facilitates the given reaction. (1) Reactant: [CH3:1][CH:2]([CH3:19])[CH2:3][N:4]([CH2:11][C:12]1[S:16][C:15]([Cl:17])=[N:14][C:13]=1[Cl:18])[CH:5]1[CH2:10][CH2:9][NH:8][CH2:7][CH2:6]1.[C:20]([OH:29])(=[O:28])[C@@H:21]([C@H:23]([C:25]([OH:27])=[O:26])[OH:24])[OH:22].C1COCC1. Product: [OH2:22].[C:25]([CH:23]([CH:21]([C:20]([OH:29])=[O:28])[OH:22])[OH:24])([OH:27])=[O:26].[CH3:1][CH:2]([CH3:19])[CH2:3][N:4]([CH2:11][C:12]1[S:16][C:15]([Cl:17])=[N:14][C:13]=1[Cl:18])[CH:5]1[CH2:10][CH2:9][NH:8][CH2:7][CH2:6]1.[CH3:1][CH:2]([CH3:19])[CH2:3][N:4]([CH2:11][C:12]1[S:16][C:15]([Cl:17])=[N:14][C:13]=1[Cl:18])[CH:5]1[CH2:10][CH2:9][NH:8][CH2:7][CH2:6]1.[C:25]([CH:23]([CH:21]([C:20]([OH:29])=[O:28])[OH:22])[OH:24])([OH:27])=[O:26]. The catalyst class is: 6. (2) Reactant: [OH:1][C@H:2]([C:22]1[CH:23]=[N:24][CH:25]=[CH:26][CH:27]=1)[CH2:3][NH:4][C@H:5]([CH3:21])[CH2:6][C:7]1[C:15]2[C:10](=[C:11]([O:16][CH2:17][C:18]([OH:20])=[O:19])[CH:12]=[CH:13][CH:14]=2)[NH:9][CH:8]=1.[C:28](=O)([O-])[O-].[K+].[K+].CN(C)[CH:36]=[O:37].[C:39](=O)([O-:50])[O:40][C:41]1(C(I)C)[CH2:46][CH2:45][CH2:44][CH2:43][CH2:42]1. Product: [CH:41]1([O:40][C:39]([O:37][CH:36]([O:19][C:18](=[O:20])[CH2:17][O:16][C:11]2[CH:12]=[CH:13][CH:14]=[C:15]3[C:10]=2[NH:9][CH:8]=[C:7]3[CH2:6][C@H:5]([NH:4][CH2:3][C@H:2]([OH:1])[C:22]2[CH:23]=[N:24][CH:25]=[CH:26][CH:27]=2)[CH3:21])[CH3:28])=[O:50])[CH2:46][CH2:45][CH2:44][CH2:43][CH2:42]1. The catalyst class is: 170. (3) Reactant: [NH:1]1[CH2:6][CH2:5][CH:4]([CH2:7][OH:8])[CH2:3][CH2:2]1.Cl[CH2:10][C:11]1[C:12]([O:17][CH3:18])=[N:13][CH:14]=[CH:15][CH:16]=1.C(=O)([O-])[O-].[K+].[K+].O. Product: [CH3:18][O:17][C:12]1[C:11]([CH2:10][N:1]2[CH2:6][CH2:5][CH:4]([CH2:7][OH:8])[CH2:3][CH2:2]2)=[CH:16][CH:15]=[CH:14][N:13]=1. The catalyst class is: 9. (4) Reactant: Cl[C:2]1[C:11]([N:12]([CH:14]([CH3:16])[CH3:15])[CH3:13])=[N:10][C:9]2[C:4](=[CH:5][CH:6]=[C:7]([C:17]([O:19][CH3:20])=[O:18])[CH:8]=2)[N:3]=1.[CH3:21][O:22][C:23]1[CH:28]=[CH:27][C:26](B(O)O)=[CH:25][CH:24]=1.[O-]P([O-])([O-])=O.[K+].[K+].[K+]. Product: [CH:14]([N:12]([CH3:13])[C:11]1[C:2]([C:26]2[CH:27]=[CH:28][C:23]([O:22][CH3:21])=[CH:24][CH:25]=2)=[N:3][C:4]2[C:9]([N:10]=1)=[CH:8][C:7]([C:17]([O:19][CH3:20])=[O:18])=[CH:6][CH:5]=2)([CH3:16])[CH3:15]. The catalyst class is: 203. (5) Reactant: [CH2:1]([CH:8]([NH:23][C:24]([C:26]1[CH:35]=[N:34][C:33]2[C:28](=[CH:29][CH:30]=[CH:31][CH:32]=2)[N:27]=1)=[O:25])[CH:9]([OH:22])[CH2:10][CH:11]([C:18]([NH:20][NH2:21])=[O:19])[CH2:12][CH2:13][C:14]([F:17])([CH3:16])[CH3:15])[C:2]1[CH:7]=[CH:6][CH:5]=[CH:4][CH:3]=1.[N:36]#[C:37]Br.C(=O)([O-])O.[K+]. Product: [NH2:36][C:37]1[O:19][C:18]([CH:11]([CH2:12][CH2:13][C:14]([F:17])([CH3:16])[CH3:15])[CH2:10][CH:9]([OH:22])[CH:8]([NH:23][C:24]([C:26]2[CH:35]=[N:34][C:33]3[C:28](=[CH:29][CH:30]=[CH:31][CH:32]=3)[N:27]=2)=[O:25])[CH2:1][C:2]2[CH:7]=[CH:6][CH:5]=[CH:4][CH:3]=2)=[N:20][N:21]=1. The catalyst class is: 38. (6) Reactant: [CH3:1][N:2]1[CH:6]=[C:5]([C:7]2[CH:12]=[CH:11][N:10]=[CH:9][CH:8]=2)[C:4]([C:13]2[CH:18]=[CH:17][C:16]([OH:19])=[CH:15][CH:14]=2)=[N:3]1.C(=O)([O-])[O-].[Cs+].[Cs+].Br[CH2:27][C:28]1[S:29][C:30]2[CH:36]=[CH:35][CH:34]=[CH:33][C:31]=2[N:32]=1.O. Product: [CH3:1][N:2]1[CH:6]=[C:5]([C:7]2[CH:8]=[CH:9][N:10]=[CH:11][CH:12]=2)[C:4]([C:13]2[CH:18]=[CH:17][C:16]([O:19][CH2:27][C:28]3[S:29][C:30]4[CH:36]=[CH:35][CH:34]=[CH:33][C:31]=4[N:32]=3)=[CH:15][CH:14]=2)=[N:3]1. The catalyst class is: 9. (7) Reactant: [CH3:1][S:2][C:3]1[CH:8]=[CH:7][C:6]([C:9]2[N:10]=[C:11]([NH:14][C:15](=[O:17])[CH3:16])[S:12][CH:13]=2)=[CH:5][CH:4]=1.ClC1C=C(C=CC=1)C(OO)=[O:23]. Product: [CH3:1][S:2]([C:3]1[CH:4]=[CH:5][C:6]([C:9]2[N:10]=[C:11]([NH:14][C:15](=[O:17])[CH3:16])[S:12][CH:13]=2)=[CH:7][CH:8]=1)=[O:23]. The catalyst class is: 2.